Dataset: NCI-60 drug combinations with 297,098 pairs across 59 cell lines. Task: Regression. Given two drug SMILES strings and cell line genomic features, predict the synergy score measuring deviation from expected non-interaction effect. Drug 1: C1=CC(=CC=C1CC(C(=O)O)N)N(CCCl)CCCl.Cl. Drug 2: C(CC(=O)O)C(=O)CN.Cl. Cell line: SNB-75. Synergy scores: CSS=4.72, Synergy_ZIP=-2.64, Synergy_Bliss=-2.62, Synergy_Loewe=-3.57, Synergy_HSA=-3.84.